From a dataset of Catalyst prediction with 721,799 reactions and 888 catalyst types from USPTO. Predict which catalyst facilitates the given reaction. Reactant: C[Si]([N-][Si](C)(C)C)(C)C.[Li+].[C:11]([O:14][C:15]1[CH:21]=[CH:20][CH:19]=[C:17]([OH:18])[CH:16]=1)(=[O:13])[CH3:12].[CH:22]([Si:25](Cl)([CH:29]([CH3:31])[CH3:30])[CH:26]([CH3:28])[CH3:27])([CH3:24])[CH3:23]. Product: [C:11]([O:14][C:15]1[CH:21]=[CH:20][CH:19]=[C:17]([O:18][Si:25]([CH:29]([CH3:31])[CH3:30])([CH:26]([CH3:28])[CH3:27])[CH:22]([CH3:24])[CH3:23])[CH:16]=1)(=[O:13])[CH3:12]. The catalyst class is: 1.